Dataset: Catalyst prediction with 721,799 reactions and 888 catalyst types from USPTO. Task: Predict which catalyst facilitates the given reaction. (1) Reactant: I[C:2]1[CH:7]=[CH:6][C:5]([CH2:8][CH2:9][CH2:10][C:11]([OH:13])=[O:12])=[CH:4][CH:3]=1.[C:14]([Zn]C#N)#[N:15]. Product: [C:14]([C:2]1[CH:7]=[CH:6][C:5]([CH2:8][CH2:9][CH2:10][C:11]([OH:13])=[O:12])=[CH:4][CH:3]=1)#[N:15]. The catalyst class is: 128. (2) Reactant: [Cl:1][C:2]1[CH:21]=[C:20]([N+:22]([O-])=O)[CH:19]=[CH:18][C:3]=1[O:4][C:5]1[CH:6]=[C:7]([CH:15]=[CH:16][CH:17]=1)[CH2:8][N:9]1[CH:13]=[CH:12][N:11]=[C:10]1[CH3:14]. Product: [Cl:1][C:2]1[CH:21]=[C:20]([CH:19]=[CH:18][C:3]=1[O:4][C:5]1[CH:17]=[CH:16][CH:15]=[C:7]([CH2:8][N:9]2[CH:13]=[CH:12][N:11]=[C:10]2[CH3:14])[CH:6]=1)[NH2:22]. The catalyst class is: 465. (3) Reactant: Cl.[Br:2][C:3]1[CH:8]=[CH:7][C:6]([CH2:9][NH2:10])=[C:5]([F:11])[CH:4]=1.C(N(CC)CC)C.[C:19](O[C:19]([O:21][C:22]([CH3:25])([CH3:24])[CH3:23])=[O:20])([O:21][C:22]([CH3:25])([CH3:24])[CH3:23])=[O:20]. Product: [Br:2][C:3]1[CH:8]=[CH:7][C:6]([CH2:9][NH:10][C:19](=[O:20])[O:21][C:22]([CH3:25])([CH3:24])[CH3:23])=[C:5]([F:11])[CH:4]=1. The catalyst class is: 38.